This data is from Reaction yield outcomes from USPTO patents with 853,638 reactions. The task is: Predict the reaction yield, written as a fraction of the theoretical maximum amount of product (1.0 means a 100% yield; for example, 0.34 means a 34% yield). (1) The reactants are Cl[C:2]1[CH:7]=[C:6]([CH3:8])[CH:5]=[CH:4][N:3]=1.O.[NH2:10][NH2:11]. No catalyst specified. The product is [NH:10]([C:2]1[CH:7]=[C:6]([CH3:8])[CH:5]=[CH:4][N:3]=1)[NH2:11]. The yield is 0.540. (2) The reactants are [F:1][C:2]1([F:48])[CH2:7][CH2:6][CH:5]([C:8]2[C:17]3[CH:16]([O:18][CH2:19][C:20]4[CH:25]=[CH:24][C:23]([O:26][CH3:27])=[CH:22][CH:21]=4)[CH2:15][C:14]([CH3:29])([CH3:28])[CH2:13][C:12]=3[N:11]=[C:10]([CH:30]3[CH2:35][CH2:34][NH:33][CH2:32][CH2:31]3)[C:9]=2[CH:36]([F:47])[C:37]2[CH:42]=[CH:41][C:40]([C:43]([F:46])([F:45])[F:44])=[CH:39][CH:38]=2)[CH2:4][CH2:3]1.[Br:49][C:50]1[CH:51]=[N:52][C:53](Cl)=[N:54][CH:55]=1.C(N(C(C)C)CC)(C)C.Cl. The catalyst is O1CCOCC1. The product is [Br:49][C:50]1[CH:51]=[N:52][C:53]([N:33]2[CH2:34][CH2:35][CH:30]([C:10]3[C:9]([CH:36]([F:47])[C:37]4[CH:38]=[CH:39][C:40]([C:43]([F:45])([F:46])[F:44])=[CH:41][CH:42]=4)=[C:8]([CH:5]4[CH2:6][CH2:7][C:2]([F:1])([F:48])[CH2:3][CH2:4]4)[C:17]4[CH:16]([O:18][CH2:19][C:20]5[CH:21]=[CH:22][C:23]([O:26][CH3:27])=[CH:24][CH:25]=5)[CH2:15][C:14]([CH3:28])([CH3:29])[CH2:13][C:12]=4[N:11]=3)[CH2:31][CH2:32]2)=[N:54][CH:55]=1. The yield is 0.860. (3) The reactants are [NH2:1][C:2]1[CH:7]=[C:6]([CH:8]([CH3:10])[CH3:9])[C:5]([NH:11]S(C2C=CC(C)=CC=2)(=O)=O)=[C:4]([CH:22]([CH3:24])[CH3:23])[CH:3]=1.Br[CH2:26][CH2:27][O:28][CH2:29][CH2:30]Br.C(N(CC)C(C)C)(C)C.CN1CCCC1. The catalyst is C(OCC)(=O)C. The product is [CH:22]([C:4]1[CH:3]=[C:2]([N:1]2[CH2:30][CH2:29][O:28][CH2:27][CH2:26]2)[CH:7]=[C:6]([CH:8]([CH3:9])[CH3:10])[C:5]=1[NH2:11])([CH3:23])[CH3:24]. The yield is 0.990. (4) The catalyst is C(Cl)Cl. The yield is 0.950. The reactants are [NH2:1][C:2]1[CH:3]=[C:4]([C:8]([C:10]2[CH:11]=[C:12]3[C:17](=[CH:18][CH:19]=2)[N:16]=[CH:15][C:14]([N:20]2[CH2:25][CH2:24][O:23][CH2:22][CH2:21]2)=[N:13]3)=[O:9])[CH:5]=[CH:6][CH:7]=1.CCN(C(C)C)C(C)C.[F:35][C:36]1[CH:37]=[C:38]([CH:42]=[CH:43][CH:44]=1)[C:39](Cl)=[O:40]. The product is [F:35][C:36]1[CH:37]=[C:38]([CH:42]=[CH:43][CH:44]=1)[C:39]([NH:1][C:2]1[CH:7]=[CH:6][CH:5]=[C:4]([C:8]([C:10]2[CH:11]=[C:12]3[C:17](=[CH:18][CH:19]=2)[N:16]=[CH:15][C:14]([N:20]2[CH2:21][CH2:22][O:23][CH2:24][CH2:25]2)=[N:13]3)=[O:9])[CH:3]=1)=[O:40]. (5) The reactants are C[Si](C)(C)[N-][Si](C)(C)C.[Na+].[F:11][C:12]1[CH:17]=[CH:16][CH:15]=[C:14]([F:18])[C:13]=1[C:19]([F:31])([F:30])[S:20]([C:23]1[CH2:27][C:26]([CH3:29])([CH3:28])[O:25][N:24]=1)(=[O:22])=[O:21].C1C=CC(S(N(S(C2C=CC=CC=2)(=O)=O)[F:42])(=O)=O)=CC=1. The product is [F:18][C:14]1[CH:15]=[CH:16][CH:17]=[C:12]([F:11])[C:13]=1[C:19]([F:31])([F:30])[S:20]([C:23]1[CH:27]([F:42])[C:26]([CH3:28])([CH3:29])[O:25][N:24]=1)(=[O:22])=[O:21]. The catalyst is O1CCCC1. The yield is 0.150. (6) The reactants are [Cl:1][C:2]1[NH:7][C:6](=[O:8])[CH:5]=[C:4]([Cl:9])[N:3]=1.C([O-])([O-])=O.[K+].[K+].Br[CH2:17][CH2:18][CH2:19][O:20][CH3:21]. The catalyst is CN(C=O)C. The product is [Cl:1][C:2]1[N:7]([CH2:17][CH2:18][CH2:19][O:20][CH3:21])[C:6](=[O:8])[CH:5]=[C:4]([Cl:9])[N:3]=1. The yield is 0.470. (7) The reactants are [C:1](N1C=CC=CC1=O)(N1C=CC=CC1=O)=[S:2].[Br:17][C:18]1[CH:27]=[C:26]2[C:21]([CH:22]=[C:23]([NH2:28])[N:24]=[CH:25]2)=[CH:20][CH:19]=1.BrC1C=CC=C2C=1C=C(N)N=C2. The catalyst is ClCCl. The product is [Br:17][C:18]1[CH:27]=[C:26]2[C:21]([CH:22]=[C:23]([N:28]=[C:1]=[S:2])[N:24]=[CH:25]2)=[CH:20][CH:19]=1. The yield is 0.220.